From a dataset of Full USPTO retrosynthesis dataset with 1.9M reactions from patents (1976-2016). Predict the reactants needed to synthesize the given product. (1) Given the product [CH2:33]([O:32][C:30](=[O:31])[NH:19][CH2:18][CH:16]1[CH2:15][C:14]2[C:9]([C:3]3[C:4]([CH3:8])=[CH:5][CH:6]=[CH:7][C:2]=3[CH3:1])=[CH:10][CH:11]=[CH:12][C:13]=2[O:17]1)[C:34]1[CH:39]=[CH:38][CH:37]=[CH:36][CH:35]=1, predict the reactants needed to synthesize it. The reactants are: [CH3:1][C:2]1[CH:7]=[CH:6][CH:5]=[C:4]([CH3:8])[C:3]=1[C:9]1[C:14]2[CH2:15][CH:16]([CH2:18][NH2:19])[O:17][C:13]=2[CH:12]=[CH:11][CH:10]=1.C(N(C(C)C)CC)(C)C.Cl[C:30]([O:32][CH2:33][C:34]1[CH:39]=[CH:38][CH:37]=[CH:36][CH:35]=1)=[O:31].C1(C2C3OC(CNC(=O)OCC4C=CC=CC=4)CC=3C=CC=2)CCCC1. (2) Given the product [NH2:25][C@H:23]([C:12]1[N:13]([C:17]2[CH:18]=[CH:19][CH:20]=[CH:21][CH:22]=2)[C:14](=[O:16])[C:15]2=[C:7]([CH2:6][C:5]3[CH:33]=[CH:34][CH:35]=[C:3]([O:2][CH3:1])[CH:4]=3)[CH:8]=[CH:9][N:10]2[N:11]=1)[CH3:24], predict the reactants needed to synthesize it. The reactants are: [CH3:1][O:2][C:3]1[CH:4]=[C:5]([CH:33]=[CH:34][CH:35]=1)[CH2:6][C:7]1[CH:8]=[CH:9][N:10]2[C:15]=1[C:14](=[O:16])[N:13]([C:17]1[CH:22]=[CH:21][CH:20]=[CH:19][CH:18]=1)[C:12]([C@@H:23]([NH:25]C(=O)OC(C)(C)C)[CH3:24])=[N:11]2.Cl.O1CCOCC1.